The task is: Predict the reaction yield, written as a fraction of the theoretical maximum amount of product (1.0 means a 100% yield; for example, 0.34 means a 34% yield).. This data is from Reaction yield outcomes from USPTO patents with 853,638 reactions. (1) The reactants are Br[CH2:2][C:3]1[CH:4]=[CH:5][C:6]2[N:7]=[C:8]([Cl:19])[N:9]=[C:10]([N:13]3[CH2:18][CH2:17][O:16][CH2:15][CH2:14]3)[C:11]=2[N:12]=1.[O:20]1[CH2:25][CH2:24][CH:23]([NH2:26])[CH2:22][CH2:21]1. No catalyst specified. The product is [Cl:19][C:8]1[N:9]=[C:10]([N:13]2[CH2:18][CH2:17][O:16][CH2:15][CH2:14]2)[C:11]2[N:12]=[C:3]([CH2:2][NH:26][CH:23]3[CH2:24][CH2:25][O:20][CH2:21][CH2:22]3)[CH:4]=[CH:5][C:6]=2[N:7]=1. The yield is 1.00. (2) The reactants are [NH2:1][C:2]1[C:11]2[C:6](=[C:7](Br)[CH:8]=[CH:9][CH:10]=2)[N:5]=[N:4][C:3]=1[C:13]([NH:15][CH2:16][CH2:17][CH3:18])=[O:14].[CH3:19][N:20]([CH3:30])[C:21]1[CH:26]=[CH:25][C:24](B(O)O)=[CH:23][CH:22]=1. No catalyst specified. The product is [NH2:1][C:2]1[C:11]2[C:6](=[C:7]([C:24]3[CH:25]=[CH:26][C:21]([N:20]([CH3:30])[CH3:19])=[CH:22][CH:23]=3)[CH:8]=[CH:9][CH:10]=2)[N:5]=[N:4][C:3]=1[C:13]([NH:15][CH2:16][CH2:17][CH3:18])=[O:14]. The yield is 0.930. (3) The reactants are Cl[C:2]1[N:7]=[CH:6][C:5]([O:8][C:9]2[CH:10]=[C:11]([N:15]([CH3:17])[CH3:16])[CH:12]=[CH:13][CH:14]=2)=[CH:4][CH:3]=1.[CH2:18]([NH2:25])[C:19]1[CH:24]=[CH:23][CH:22]=[CH:21][CH:20]=1.C1(P(C2C=CC=CC=2)C2C3OC4C(=CC=CC=4P(C4C=CC=CC=4)C4C=CC=CC=4)C(C)(C)C=3C=CC=2)C=CC=CC=1.C(=O)([O-])[O-].[Cs+].[Cs+]. The catalyst is O1CCOCC1.C(OCC)(=O)C. The product is [CH2:18]([NH:25][C:2]1[CH:3]=[CH:4][C:5]([O:8][C:9]2[CH:14]=[CH:13][CH:12]=[C:11]([N:15]([CH3:17])[CH3:16])[CH:10]=2)=[CH:6][N:7]=1)[C:19]1[CH:24]=[CH:23][CH:22]=[CH:21][CH:20]=1. The yield is 0.260. (4) The reactants are [CH:1]1[CH:2]=[C:3]([CH2:6][NH:7][C:8]2[C:13]([C:14]([OH:16])=[O:15])=[CH:12][C:11]([S:17]([NH2:20])(=[O:19])=[O:18])=[C:10]([Cl:21])[CH:9]=2)[O:4][CH:5]=1.C1N=CN(C(N2C=NC=C2)=O)C=1.[C:34]1([CH2:40][CH2:41]O)[CH:39]=[CH:38][CH:37]=[CH:36][CH:35]=1.C(C(CCC)[O-])(C)(C)C.[K+]. The catalyst is C1COCC1.C(OCC)(=O)C. The product is [NH2:20][S:17]([C:11]1[C:10]([Cl:21])=[CH:9][C:8]([NH:7][CH2:6][C:3]2[O:4][CH:5]=[CH:1][CH:2]=2)=[C:13]([CH:12]=1)[C:14]([O:16][CH2:41][CH2:40][C:34]1[CH:39]=[CH:38][CH:37]=[CH:36][CH:35]=1)=[O:15])(=[O:19])=[O:18]. The yield is 0.670. (5) The reactants are [CH3:1][N:2]([C:11]1[CH:12]=[CH:13][CH:14]=[C:15]2[C:19]=1[NH:18][C:17]([C:20]1[S:21][CH:22]([CH2:25][C:26](=[O:33])[N:27]3[CH2:32][CH2:31][S:30][CH2:29][CH2:28]3)[CH2:23][N:24]=1)=[CH:16]2)[S:3]([C:6]1[S:7][CH:8]=[CH:9][CH:10]=1)(=[O:5])=[O:4].[OH:34]OS([O-])=O.[K+].S([O-])([O-])=O.[Na+].[Na+].[OH2:46]. The catalyst is O1CCCC1.C(O)C. The product is [O:46]=[S:30]1(=[O:34])[CH2:29][CH2:28][N:27]([C:26](=[O:33])[CH2:25][CH:22]2[S:21][C:20]([C:17]3[NH:18][C:19]4[C:15]([CH:16]=3)=[CH:14][CH:13]=[CH:12][C:11]=4[N:2]([CH3:1])[S:3]([C:6]3[S:7][CH:8]=[CH:9][CH:10]=3)(=[O:5])=[O:4])=[N:24][CH2:23]2)[CH2:32][CH2:31]1. The yield is 0.440. (6) The product is [CH3:26][S:25][C:22]1[CH:23]=[CH:24][C:19]([CH2:18][C:13]2[CH:14]=[CH:15][CH:16]=[CH:17][C:12]=2[OH:11])=[CH:20][CH:21]=1. The reactants are CSC.C([O:11][C:12]1[CH:17]=[CH:16][CH:15]=[CH:14][C:13]=1[CH2:18][C:19]1[CH:24]=[CH:23][C:22]([S:25][CH3:26])=[CH:21][CH:20]=1)C1C=CC=CC=1.O. The yield is 0.910. The catalyst is C(Cl)Cl. (7) The catalyst is CN(C=O)C. The yield is 1.00. The reactants are [Si:1]([NH:8][C:9]1[N:10]=[C:11]([Cl:18])[C:12]2[CH:17]=[CH:16][NH:15][C:13]=2[N:14]=1)([C:4]([CH3:7])([CH3:6])[CH3:5])([CH3:3])[CH3:2].CI.[C:21]([O-])([O-])=O.[K+].[K+].O. The product is [Si:1]([NH:8][C:9]1[N:10]=[C:11]([Cl:18])[C:12]2[CH:17]=[CH:16][N:15]([CH3:21])[C:13]=2[N:14]=1)([C:4]([CH3:7])([CH3:5])[CH3:6])([CH3:3])[CH3:2]. (8) The reactants are [NH2:1][C:2]1[C:11]2[C:6](=[C:7](Br)[CH:8]=[CH:9][CH:10]=2)[N:5]=[N:4][C:3]=1[C:13]([NH:15][CH2:16][CH2:17][CH3:18])=[O:14].[F:19][C:20]1[C:25]([F:26])=[CH:24][CH:23]=[CH:22][C:21]=1B(O)O. No catalyst specified. The product is [NH2:1][C:2]1[C:11]2[C:6](=[C:7]([C:24]3[CH:23]=[CH:22][CH:21]=[C:20]([F:19])[C:25]=3[F:26])[CH:8]=[CH:9][CH:10]=2)[N:5]=[N:4][C:3]=1[C:13]([NH:15][CH2:16][CH2:17][CH3:18])=[O:14]. The yield is 0.576. (9) The reactants are [CH3:1][N:2]([CH3:50])[CH2:3][CH2:4][NH:5][C:6]1[CH:7]=[C:8]([C:13]2[CH:18]=[CH:17][N:16]=[C:15]3[NH:19][C:20]([C:22]4[C:30]5[C:25](=[N:26][CH:27]=[C:28]([C:31]6[CH:32]=[C:33]([NH:37][C:38](=[O:43])[CH2:39][CH2:40][CH2:41][CH3:42])[CH:34]=[N:35][CH:36]=6)[CH:29]=5)[N:24](C5CCCCO5)[N:23]=4)=[N:21][C:14]=23)[CH:9]=[C:10]([F:12])[CH:11]=1. The catalyst is Cl.CCOC(C)=O. The product is [CH3:50][N:2]([CH3:1])[CH2:3][CH2:4][NH:5][C:6]1[CH:7]=[C:8]([C:13]2[CH:18]=[CH:17][N:16]=[C:15]3[NH:19][C:20]([C:22]4[C:30]5[C:25](=[N:26][CH:27]=[C:28]([C:31]6[CH:32]=[C:33]([NH:37][C:38](=[O:43])[CH2:39][CH2:40][CH2:41][CH3:42])[CH:34]=[N:35][CH:36]=6)[CH:29]=5)[NH:24][N:23]=4)=[N:21][C:14]=23)[CH:9]=[C:10]([F:12])[CH:11]=1. The yield is 0.244.